This data is from Forward reaction prediction with 1.9M reactions from USPTO patents (1976-2016). The task is: Predict the product of the given reaction. Given the reactants [OH-].[Na+].C(=[C:5]([CH2:9][C:10]1[CH:11]=[N:12][CH:13]=[CH:14][CH:15]=1)[C:6]([OH:8])=[O:7])=O.C([O-])=O.[NH4+].[NH2:20][C@H](C(O)=O)CC1C=CC=CC=1.C([O-])=O.N.Cl, predict the reaction product. The product is: [CH:14]1[CH:13]=[N:12][CH:11]=[C:10]([CH2:9][C@H:5]([NH2:20])[C:6]([OH:8])=[O:7])[CH:15]=1.